This data is from HIV replication inhibition screening data with 41,000+ compounds from the AIDS Antiviral Screen. The task is: Binary Classification. Given a drug SMILES string, predict its activity (active/inactive) in a high-throughput screening assay against a specified biological target. (1) The drug is O=c1ncccn1C1OC(CO)C(O)C1F. The result is 0 (inactive). (2) The drug is O=[As](O)(O)c1ccc(N=Nc2ccc(O)cc2)cc1. The result is 0 (inactive). (3) The result is 0 (inactive). The molecule is CN(Cc1cnc2nc(N)nc(N)c2n1)c1ccc(C(=O)NC(CCC(=O)O)C(=O)O)cc1. (4) The molecule is NC(=O)NC1C(c2ccccc2)=NOC1C(N)=O. The result is 0 (inactive).